From a dataset of Full USPTO retrosynthesis dataset with 1.9M reactions from patents (1976-2016). Predict the reactants needed to synthesize the given product. (1) Given the product [CH3:53][C:52]([CH3:58])([CH3:14])[CH2:57][C:50](=[O:49])[CH2:51][O:8][C:6]1[CH:7]=[C:2]([CH3:1])[C:3]([N+:10]([O-:12])=[O:11])=[CH:4][C:5]=1[CH3:9], predict the reactants needed to synthesize it. The reactants are: [CH3:1][C:2]1[CH:7]=[C:6]([OH:8])[C:5]([CH3:9])=[CH:4][C:3]=1[N+:10]([O-:12])=[O:11].F[C:14](F)(F)CC(O)C.C1(P(C2C=CC=CC=2)C2C=CC=CC=2)C=CC=CC=1.N(C([O:49][CH2:50][CH3:51])=O)=NC(OCC)=O.[C:52]1([CH3:58])[CH:57]=CC=C[CH:53]=1. (2) Given the product [N:1]1([CH2:6][CH2:7][O:8][C:9]2[CH:10]=[CH:11][C:12]([NH:15][C:16]3[N:32]=[C:19]4[CH:20]=[CH:21][CH:22]=[C:23]([C:24]5[CH:25]=[N:26][N:27]([CH2:29][CH2:30][O:31][S:41]([CH3:40])(=[O:43])=[O:42])[CH:28]=5)[N:18]4[N:17]=3)=[CH:13][CH:14]=2)[CH2:2][CH2:3][CH2:4][CH2:5]1, predict the reactants needed to synthesize it. The reactants are: [N:1]1([CH2:6][CH2:7][O:8][C:9]2[CH:14]=[CH:13][C:12]([NH:15][C:16]3[N:32]=[C:19]4[CH:20]=[CH:21][CH:22]=[C:23]([C:24]5[CH:25]=[N:26][N:27]([CH2:29][CH2:30][OH:31])[CH:28]=5)[N:18]4[N:17]=3)=[CH:11][CH:10]=2)[CH2:5][CH2:4][CH2:3][CH2:2]1.C(N(CC)CC)C.[CH3:40][S:41](Cl)(=[O:43])=[O:42]. (3) Given the product [Cl:34][CH2:17][C:18]([CH3:22])([CH3:23])[C:19](=[O:21])[CH2:20][C:2]1[CH:7]=[CH:6][C:5]([O:35][CH3:40])=[C:4]([O:9][CH2:10][CH2:11][CH2:12][O:13][CH3:14])[CH:3]=1, predict the reactants needed to synthesize it. The reactants are: Br[C:2]1[CH:7]=[CH:6][C:5](Cl)=[C:4]([O:9][CH2:10][CH2:11][CH2:12][O:13][CH3:14])[CH:3]=1.CO[CH2:17][C:18]([CH3:23])([CH3:22])[C:19](=[O:21])[CH3:20].[Li+].C[Si]([N-][Si](C)(C)C)(C)C.[ClH:34].[O:35]1[CH2:40]COCC1. (4) Given the product [CH3:1][CH:2]([NH:5][C:17](=[O:18])[C:16]1[CH:20]=[CH:21][CH:22]=[C:23]([C:24]([F:25])([F:26])[F:27])[C:15]=1[Cl:14])[C:3]#[CH:4], predict the reactants needed to synthesize it. The reactants are: [CH3:1][CH:2]([NH2:5])[C:3]#[CH:4].Cl.CCN(CC)CC.[Cl:14][C:15]1[C:23]([C:24]([F:27])([F:26])[F:25])=[CH:22][CH:21]=[CH:20][C:16]=1[C:17](Cl)=[O:18]. (5) Given the product [ClH:1].[CH2:13]([N:8]1[C:7]2=[C:2]([NH:21][CH2:20][C:19]3[CH:22]=[CH:23][C:16]([CH3:15])=[CH:17][CH:18]=3)[N:3]=[CH:4][CH:5]=[C:6]2[C:10]([CH3:11])=[C:9]1[CH3:12])[CH3:14], predict the reactants needed to synthesize it. The reactants are: [Cl:1][C:2]1[N:3]=[CH:4][CH:5]=[C:6]2[C:10]([CH3:11])=[C:9]([CH3:12])[N:8]([CH2:13][CH3:14])[C:7]=12.[CH3:15][C:16]1[CH:23]=[CH:22][C:19]([CH2:20][NH2:21])=[CH:18][CH:17]=1.